This data is from Forward reaction prediction with 1.9M reactions from USPTO patents (1976-2016). The task is: Predict the product of the given reaction. (1) Given the reactants [CH3:1][C:2]1[CH:27]=[C:26]([CH3:28])[CH:25]=[CH:24][C:3]=1[CH2:4][N:5]1[C:14](OS(C(F)(F)F)(=O)=O)=[CH:13][C:12]2[C:7](=[CH:8][CH:9]=[CH:10][CH:11]=2)[C:6]1=[O:23].CCN(CC)CC.[CH3:36][C:37]([OH:41])([C:39]#[CH:40])[CH3:38], predict the reaction product. The product is: [CH3:1][C:2]1[CH:27]=[C:26]([CH3:28])[CH:25]=[CH:24][C:3]=1[CH2:4][N:5]1[C:14]([C:40]#[C:39][C:37]([OH:41])([CH3:38])[CH3:36])=[CH:13][C:12]2[C:7](=[CH:8][CH:9]=[CH:10][CH:11]=2)[C:6]1=[O:23]. (2) Given the reactants [C:1]([O:5][C:6]([N:8]1[CH2:13][C@@H:12]([N:14]([C:19]([C:21]2[C:22]([NH:31][CH2:32][CH2:33][CH2:34][O:35][CH3:36])=[N:23][C:24]([C:27]([CH3:30])([CH3:29])[CH3:28])=[N:25][CH:26]=2)=[O:20])[CH2:15][CH:16]([CH3:18])[CH3:17])[CH2:11][C@@H:10]([C:37](O)=[O:38])[CH2:9]1)=[O:7])([CH3:4])([CH3:3])[CH3:2].[NH:40]1[CH2:45][CH2:44][O:43][CH2:42][CH2:41]1.C(N(C(C)C)CC)(C)C.CN([P+](ON1N=NC2C=CC=CC1=2)(N(C)C)N(C)C)C.F[P-](F)(F)(F)(F)F, predict the reaction product. The product is: [C:27]([C:24]1[N:23]=[C:22]([NH:31][CH2:32][CH2:33][CH2:34][O:35][CH3:36])[C:21]([C:19]([N:14]([CH2:15][CH:16]([CH3:18])[CH3:17])[C@H:12]2[CH2:11][C@@H:10]([C:37]([N:40]3[CH2:45][CH2:44][O:43][CH2:42][CH2:41]3)=[O:38])[CH2:9][N:8]([C:6]([O:5][C:1]([CH3:3])([CH3:2])[CH3:4])=[O:7])[CH2:13]2)=[O:20])=[CH:26][N:25]=1)([CH3:30])([CH3:29])[CH3:28].